Task: Predict the reaction yield, written as a fraction of the theoretical maximum amount of product (1.0 means a 100% yield; for example, 0.34 means a 34% yield).. Dataset: Reaction yield outcomes from USPTO patents with 853,638 reactions (1) The reactants are Cl[C:2]1[N:10]=[C:9]2[C:5]([N:6]=[CH:7][N:8]2[CH2:11][CH2:12][N:13]2[CH2:18][CH2:17][CH2:16][CH2:15][CH2:14]2)=[C:4]([N:19]2[CH2:24][CH2:23][O:22][CH2:21][CH2:20]2)[N:3]=1.[C:25]([O-:28])(O)=O.[Na+].OC[C:32]1[CH:33]=[C:34](B(O)O)C=[CH:36][CH:37]=1. The catalyst is COCCOC.C1C=CC([P]([Pd]([P](C2C=CC=CC=2)(C2C=CC=CC=2)C2C=CC=CC=2)([P](C2C=CC=CC=2)(C2C=CC=CC=2)C2C=CC=CC=2)[P](C2C=CC=CC=2)(C2C=CC=CC=2)C2C=CC=CC=2)(C2C=CC=CC=2)C2C=CC=CC=2)=CC=1. The product is [N:19]1([C:4]2[N:3]=[C:2]([C:37]3[CH:36]=[C:25]([OH:28])[CH:34]=[CH:33][CH:32]=3)[N:10]=[C:9]3[C:5]=2[N:6]=[CH:7][N:8]3[CH2:11][CH2:12][N:13]2[CH2:18][CH2:17][CH2:16][CH2:15][CH2:14]2)[CH2:24][CH2:23][O:22][CH2:21][CH2:20]1. The yield is 0.390. (2) The yield is 0.880. The product is [CH3:1][O:2][C:3](=[O:13])[C:4]1[CH:9]=[CH:8][C:7]([CH2:10][C:11]2[NH:16][N:15]=[N:14][N:12]=2)=[CH:6][CH:5]=1. The catalyst is C1(C)C=CC=CC=1. The reactants are [CH3:1][O:2][C:3](=[O:13])[C:4]1[CH:9]=[CH:8][C:7]([CH2:10][C:11]#[N:12])=[CH:6][CH:5]=1.[N-:14]=[N+:15]=[N-:16].[Na+].Cl.C(N(CC)CC)C. (3) No catalyst specified. The product is [Cl:22][C:17]1[CH:16]=[C:15]([C:13]2[N:14]=[C:10]([C:8]3[CH:9]=[C:4]([C:3]([OH:2])=[O:24])[C:5]([C:30]4[CH:31]=[CH:32][C:27]([O:26][CH3:25])=[CH:28][C:29]=4[N+:42]([O-:44])=[O:43])=[CH:6][CH:7]=3)[S:11][CH:12]=2)[CH:20]=[CH:19][C:18]=1[Cl:21]. The reactants are C[O:2][C:3](=[O:24])[C:4]1[CH:9]=[C:8]([C:10]2[S:11][CH:12]=[C:13]([C:15]3[CH:20]=[CH:19][C:18]([Cl:21])=[C:17]([Cl:22])[CH:16]=3)[N:14]=2)[CH:7]=[CH:6][C:5]=1Br.[CH3:25][O:26][C:27]1[CH:32]=[CH:31][C:30](B2OC(C)(C)C(C)(C)O2)=[C:29]([N+:42]([O-:44])=[O:43])[CH:28]=1. The yield is 0.0100.